Task: Regression. Given two drug SMILES strings and cell line genomic features, predict the synergy score measuring deviation from expected non-interaction effect.. Dataset: NCI-60 drug combinations with 297,098 pairs across 59 cell lines Drug 1: COC1=CC(=CC(=C1O)OC)C2C3C(COC3=O)C(C4=CC5=C(C=C24)OCO5)OC6C(C(C7C(O6)COC(O7)C8=CC=CS8)O)O. Drug 2: C1=CC(=CC=C1CC(C(=O)O)N)N(CCCl)CCCl.Cl. Cell line: U251. Synergy scores: CSS=56.2, Synergy_ZIP=-4.05, Synergy_Bliss=-2.07, Synergy_Loewe=-1.70, Synergy_HSA=0.620.